This data is from Forward reaction prediction with 1.9M reactions from USPTO patents (1976-2016). The task is: Predict the product of the given reaction. Given the reactants [CH2:1]([O:3][C:4]1[CH:5]=[C:6]2[C:11](=[CH:12][CH:13]=1)[C:10](=O)[NH:9][CH:8]=[CH:7]2)[CH3:2].O=P(Cl)(Cl)[Cl:17], predict the reaction product. The product is: [Cl:17][C:10]1[C:11]2[C:6](=[CH:5][C:4]([O:3][CH2:1][CH3:2])=[CH:13][CH:12]=2)[CH:7]=[CH:8][N:9]=1.